Dataset: Forward reaction prediction with 1.9M reactions from USPTO patents (1976-2016). Task: Predict the product of the given reaction. Given the reactants [S:1]1[C:5]2[CH:6]=[CH:7][CH:8]=[CH:9][C:4]=2[N:3]=[C:2]1[NH:10][NH2:11].C([O:14][C:15](=O)[CH2:16][C:17]([C:19]1[CH:24]=[CH:23][CH:22]=[C:21]([Cl:25])[CH:20]=1)=O)C, predict the reaction product. The product is: [S:1]1[C:5]2[CH:6]=[CH:7][CH:8]=[CH:9][C:4]=2[N:3]=[C:2]1[N:10]1[C:15](=[O:14])[CH:16]=[C:17]([C:19]2[CH:24]=[CH:23][CH:22]=[C:21]([Cl:25])[CH:20]=2)[NH:11]1.